From a dataset of Catalyst prediction with 721,799 reactions and 888 catalyst types from USPTO. Predict which catalyst facilitates the given reaction. Reactant: [CH3:1][C:2]1[NH:3][CH:4]=[CH:5][CH:6]=1.[Cl:7][C:8]([Cl:13])([Cl:12])[C:9](Cl)=[O:10].C([O-])([O-])=O.[K+].[K+]. The catalyst class is: 27. Product: [Cl:7][C:8]([Cl:13])([Cl:12])[C:9]([C:4]1[NH:3][C:2]([CH3:1])=[CH:6][CH:5]=1)=[O:10].